From a dataset of Retrosynthesis with 50K atom-mapped reactions and 10 reaction types from USPTO. Predict the reactants needed to synthesize the given product. (1) Given the product CC[C@H]1CC[C@H](Oc2ccc(Br)cc2)CC1, predict the reactants needed to synthesize it. The reactants are: CC[C@H]1CC[C@@H](O)CC1.Oc1ccc(Br)cc1. (2) Given the product N[C@H]1CC[C@@H]2CN(c3ccc(C(F)(F)F)cn3)C[C@H]12, predict the reactants needed to synthesize it. The reactants are: CC(C)(C)OC(=O)N[C@H]1CC[C@@H]2CN(c3ccc(C(F)(F)F)cn3)C[C@@H]21. (3) The reactants are: NCCNS(=O)(=O)c1cc(Br)cc2cnccc12.c1ccc(B2OCCCO2)cc1. Given the product NCCNS(=O)(=O)c1cc(-c2ccccc2)cc2cnccc12, predict the reactants needed to synthesize it. (4) Given the product Clc1cc2[nH]nnc2c(OCc2ccccc2)n1, predict the reactants needed to synthesize it. The reactants are: Clc1cc2[nH]nnc2c(Cl)n1.OCc1ccccc1. (5) Given the product CC(=O)O, predict the reactants needed to synthesize it. The reactants are: O=C(O)C1CN(C(=O)OCc2ccccc2)CCN1C(=O)N(c1ccccc1)c1ccccc1. (6) Given the product Cc1nc(OC(C)C)nc(C)c1N1CCCn2c1nc1c(Cl)ccc(C(OC(F)F)C(F)(F)F)c12, predict the reactants needed to synthesize it. The reactants are: CC(C)[O-].Cc1nc(Cl)nc(C)c1N1CCCn2c1nc1c(Cl)ccc(C(OC(F)F)C(F)(F)F)c12. (7) Given the product CC(C)CCCC(=O)OC1c2ccccc2C(=O)N1c1ccc2ccc(Br)nc2n1, predict the reactants needed to synthesize it. The reactants are: CC(C)CCCC(=O)Cl.O=C1c2ccccc2C(O)N1c1ccc2ccc(Br)nc2n1. (8) Given the product CCOCCn1c(N2CCCN(CCC3(c4ccc(F)cc4)CCN(C(=O)c4cc(OC)c(OC)c(OC)c4)C3)CC2)nc2ccccc21, predict the reactants needed to synthesize it. The reactants are: CCOCCn1c(N2CCCNCC2)nc2ccccc21.COc1cc(C(=O)N2CCC(CCOS(C)(=O)=O)(c3ccc(F)cc3)C2)cc(OC)c1OC. (9) Given the product O=[N+]([O-])c1cccc(S(=O)(=O)Nc2nc3ccccc3nc2Cl)c1, predict the reactants needed to synthesize it. The reactants are: Clc1nc2ccccc2nc1Cl.NS(=O)(=O)c1cccc([N+](=O)[O-])c1. (10) Given the product COCCCOc1cc2nccc(Cl)c2cc1S(=O)(=O)C(C)(C)C, predict the reactants needed to synthesize it. The reactants are: CC(C)(C)S(=O)(=O)c1cc2c(Cl)ccnc2cc1O.COCCCBr.